This data is from Full USPTO retrosynthesis dataset with 1.9M reactions from patents (1976-2016). The task is: Predict the reactants needed to synthesize the given product. (1) Given the product [CH2:29]([O:28][C:27](=[O:36])[N:26]([C@@H:15]([C:16]1[CH:21]=[CH:20][CH:19]=[C:18]([C:22]2[O:23][CH:38]=[N:25][N:24]=2)[CH:17]=1)[CH2:14][N:11]1[CH2:12][CH2:13][C@H:9]([O:8][Si:1]([C:4]([CH3:7])([CH3:6])[CH3:5])([CH3:2])[CH3:3])[CH2:10]1)[CH3:37])[C:30]1[CH:31]=[CH:32][CH:33]=[CH:34][CH:35]=1, predict the reactants needed to synthesize it. The reactants are: [Si:1]([O:8][C@H:9]1[CH2:13][CH2:12][N:11]([CH2:14][C@@H:15]([N:26]([CH3:37])[C:27](=[O:36])[O:28][CH2:29][C:30]2[CH:35]=[CH:34][CH:33]=[CH:32][CH:31]=2)[C:16]2[CH:21]=[CH:20][CH:19]=[C:18]([C:22]([NH:24][NH2:25])=[O:23])[CH:17]=2)[CH2:10]1)([C:4]([CH3:7])([CH3:6])[CH3:5])([CH3:3])[CH3:2].[CH:38](OC)(OC)OC. (2) Given the product [C:17]([O:16][C:15]([NH:14][C:6]1([CH2:12][NH:22][C:23]2([C:28]([O:30][CH3:31])=[O:29])[CH2:27][CH2:26][CH2:25][CH2:24]2)[C:7]2[C:3](=[C:2]([F:1])[CH:10]=[C:9]([F:11])[CH:8]=2)[CH2:4][CH2:5]1)=[O:21])([CH3:20])([CH3:18])[CH3:19], predict the reactants needed to synthesize it. The reactants are: [F:1][C:2]1[CH:10]=[C:9]([F:11])[CH:8]=[C:7]2[C:3]=1[CH2:4][CH2:5][C:6]2([NH:14][C:15](=[O:21])[O:16][C:17]([CH3:20])([CH3:19])[CH3:18])[CH:12]=O.[NH2:22][C:23]1([C:28]([O:30][CH3:31])=[O:29])[CH2:27][CH2:26][CH2:25][CH2:24]1.CC(O)=O.[BH3-]C#N.[Na+]. (3) Given the product [CH2:1]([O:3][C:4](=[O:14])[CH2:5][C:6]1[CH:11]=[CH:10][C:9]([N:12]([S:16]([CH3:15])(=[O:18])=[O:17])[CH3:13])=[CH:8][CH:7]=1)[CH3:2], predict the reactants needed to synthesize it. The reactants are: [CH2:1]([O:3][C:4](=[O:14])[CH2:5][C:6]1[CH:11]=[CH:10][C:9]([NH:12][CH3:13])=[CH:8][CH:7]=1)[CH3:2].[CH3:15][S:16](Cl)(=[O:18])=[O:17]. (4) Given the product [F:1][C:2]1[CH:10]=[CH:9][C:5]([C:6]([O:8][C:15]([CH3:18])([CH3:17])[CH3:16])=[O:7])=[CH:4][C:3]=1[CH3:11], predict the reactants needed to synthesize it. The reactants are: [F:1][C:2]1[CH:10]=[CH:9][C:5]([C:6]([OH:8])=[O:7])=[CH:4][C:3]=1[CH3:11].C(OC(O[C:15]([CH3:18])([CH3:17])[CH3:16])=O)(O[C:15]([CH3:18])([CH3:17])[CH3:16])=O. (5) Given the product [O:6]([C:7]1[CH:8]=[C:9]([CH:22]=[CH:23][CH:24]=1)[C:10]([O:12][CH2:13][CH2:14][O:15][C:16]1[CH:17]=[CH:18][CH:19]=[CH:20][CH:21]=1)=[O:11])[Si:29]([C:25]([CH3:28])([CH3:27])[CH3:26])([CH3:31])[CH3:30], predict the reactants needed to synthesize it. The reactants are: CN(C)C=O.[OH:6][C:7]1[CH:8]=[C:9]([CH:22]=[CH:23][CH:24]=1)[C:10]([O:12][CH2:13][CH2:14][O:15][C:16]1[CH:21]=[CH:20][CH:19]=[CH:18][CH:17]=1)=[O:11].[C:25]([Si:29](Cl)([CH3:31])[CH3:30])([CH3:28])([CH3:27])[CH3:26].N1C=CN=C1. (6) Given the product [O:9]1[CH:10]=[CH:11][C:7]([C:4]2[CH:5]=[CH:6][C:1]([C:12]3[CH:17]=[CH:16][C:15]([C:31]#[N:32])=[CH:14][CH:13]=3)=[CH:2][CH:3]=2)=[CH:8]1, predict the reactants needed to synthesize it. The reactants are: [C:1]1([C:12]2[CH:17]=[CH:16][CH:15]=[CH:14][CH:13]=2)[CH:6]=[CH:5][C:4]([C:7]2[CH:11]=[CH:10][O:9][CH:8]=2)=[CH:3][CH:2]=1.BrC1C=CC(C2C=CC([C:31]#[N:32])=CC=2)=CC=1.O1C=CC(B(O)O)=C1.